From a dataset of Full USPTO retrosynthesis dataset with 1.9M reactions from patents (1976-2016). Predict the reactants needed to synthesize the given product. (1) Given the product [ClH:25].[NH2:15][C@H:3]1[C@@H:4]([CH3:14])[C@H:5]([CH3:6])[O:7][C:8]1=[O:9], predict the reactants needed to synthesize it. The reactants are: C([C@@H:3]([NH:15][S@](C1C=CC(C)=CC=1)=O)[C@@H:4]([CH3:14])[C@@H:5]([O:7][CH:8]1CCCC[O:9]1)[CH3:6])#N.[ClH:25]. (2) Given the product [Cl:34][C:35]1[CH:40]=[CH:39][C:38]([C:2]2[S:30][C:5]3[C:6](=[O:29])[N:7]([C:10]4[CH:15]=[CH:14][C:13]([O:16][Si:17]([CH:24]([CH3:26])[CH3:25])([CH:21]([CH3:23])[CH3:22])[CH:18]([CH3:20])[CH3:19])=[C:12]([O:27][CH3:28])[CH:11]=4)[CH2:8][CH2:9][C:4]=3[CH:3]=2)=[CH:37][CH:36]=1, predict the reactants needed to synthesize it. The reactants are: Br[C:2]1[S:30][C:5]2[C:6](=[O:29])[N:7]([C:10]3[CH:15]=[CH:14][C:13]([O:16][Si:17]([CH:24]([CH3:26])[CH3:25])([CH:21]([CH3:23])[CH3:22])[CH:18]([CH3:20])[CH3:19])=[C:12]([O:27][CH3:28])[CH:11]=3)[CH2:8][CH2:9][C:4]=2[CH:3]=1.CCO.[Cl:34][C:35]1[CH:40]=[CH:39][C:38](B(O)O)=[CH:37][CH:36]=1.C([O-])([O-])=O.[Na+].[Na+]. (3) Given the product [NH:28]1[C:29]2[CH:35]=[CH:34][CH:33]=[CH:32][C:30]=2[N:31]=[C:27]1[CH:18]([O:19][CH:20]1[CH2:25][CH2:24][N:23]([CH3:26])[CH2:22][CH2:21]1)[C:14]1[CH:13]=[C:12]([S:11][CH2:10][CH2:9][NH2:8])[CH:17]=[CH:16][CH:15]=1, predict the reactants needed to synthesize it. The reactants are: C(OC([NH:8][CH2:9][CH2:10][S:11][C:12]1[CH:17]=[CH:16][CH:15]=[C:14]([CH:18]([C:27]2[NH:31][C:30]3[CH:32]=[CH:33][CH:34]=[CH:35][C:29]=3[N:28]=2)[O:19][CH:20]2[CH2:25][CH2:24][N:23]([CH3:26])[CH2:22][CH2:21]2)[CH:13]=1)=O)(C)(C)C.FC(F)(F)C(O)=O.O.[OH-].[Na+]. (4) Given the product [CH:1]([NH:4][C:5](=[O:16])[NH:6][C:7]1[CH:8]=[CH:9][C:13]([C:21]([OH:23])=[O:22])=[CH:14][N:15]=1)([CH3:2])[CH3:3], predict the reactants needed to synthesize it. The reactants are: [CH:1]([NH:4][C:5](=[O:16])[NH:6][C:7]1[CH:8]=[C:9]([CH:13]=[CH:14][N:15]=1)C(O)=O)([CH3:3])[CH3:2].NC1C=C(C=CN=1)[C:21]([O:23]CC)=[O:22].NC1C=CC(C(OC)=O)=CN=1.